Dataset: Catalyst prediction with 721,799 reactions and 888 catalyst types from USPTO. Task: Predict which catalyst facilitates the given reaction. (1) The catalyst class is: 3. Reactant: IC.[Cl:3][C:4]1[CH:25]=[CH:24][C:7]([CH2:8][NH:9][C:10]([C:12]2[N:13]=[N:14][C:15]3[C:20]([C:21]=2[OH:22])=[CH:19][C:18]([I:23])=[CH:17][CH:16]=3)=[O:11])=[CH:6][CH:5]=1.[C:26]([O-])([O-])=O.[K+].[K+].O. Product: [Cl:3][C:4]1[CH:5]=[CH:6][C:7]([CH2:8][NH:9][C:10]([C:12]2[C:21](=[O:22])[C:20]3[C:15](=[CH:16][CH:17]=[C:18]([I:23])[CH:19]=3)[N:14]([CH3:26])[N:13]=2)=[O:11])=[CH:24][CH:25]=1. (2) Reactant: Cl.[NH2:2][CH2:3][C@@H:4]([C:6]1[C:14]2[S:13][C:12](=[O:15])[NH:11][C:10]=2[C:9]([OH:16])=[CH:8][CH:7]=1)[OH:5].[C:17]1([CH2:27][CH2:28][O:29][CH2:30][CH2:31][O:32][CH2:33][CH2:34][CH:35]=O)[C:26]2[C:21](=[CH:22][CH:23]=[CH:24][CH:25]=2)[CH:20]=[CH:19][CH:18]=1.C(O)(=O)C.C([BH3-])#N.[Na+]. Product: [OH:16][C:9]1[C:10]2[NH:11][C:12](=[O:15])[S:13][C:14]=2[C:6]([C@@H:4]([OH:5])[CH2:3][NH:2][CH2:35][CH2:34][CH2:33][O:32][CH2:31][CH2:30][O:29][CH2:28][CH2:27][C:17]2[C:26]3[C:21](=[CH:22][CH:23]=[CH:24][CH:25]=3)[CH:20]=[CH:19][CH:18]=2)=[CH:7][CH:8]=1. The catalyst class is: 5. (3) Reactant: [F:1][C:2]1[C:10]2[N:9]=[C:8]([O:11][C@H:12]3[CH2:16][O:15][CH:14]4[C@@H:17]([OH:20])[CH2:18][O:19][CH:13]34)[NH:7][C:6]=2[CH:5]=[C:4]([F:21])[C:3]=1[C:22]1[CH:27]=[CH:26][C:25]([C:28]2[CH:33]=[CH:32][C:31]([C:34](OC)=[O:35])=[CH:30][CH:29]=2)=[CH:24][CH:23]=1.[H-].[H-].[H-].[H-].[Li+].[Al+3]. Product: [F:1][C:2]1[C:10]2[N:9]=[C:8]([O:11][C@@H:12]3[CH:13]4[O:19][CH2:18][C@H:17]([OH:20])[CH:14]4[O:15][CH2:16]3)[NH:7][C:6]=2[CH:5]=[C:4]([F:21])[C:3]=1[C:22]1[CH:23]=[CH:24][C:25]([C:28]2[CH:33]=[CH:32][C:31]([CH2:34][OH:35])=[CH:30][CH:29]=2)=[CH:26][CH:27]=1. The catalyst class is: 20.